Dataset: Full USPTO retrosynthesis dataset with 1.9M reactions from patents (1976-2016). Task: Predict the reactants needed to synthesize the given product. (1) Given the product [CH2:66]([O:65][C:63](=[O:64])[C:62]([CH3:69])([CH3:68])[NH:61][C:41](=[O:43])[C:40]1[CH:44]=[CH:45][CH:46]=[C:38]([C:29]2[C:30]3[C:25](=[CH:24][C:23]([O:22][CH3:21])=[C:32]4[O:33][C:34]([CH3:36])([CH3:37])[CH2:35][C:31]4=3)[CH2:26][C:27]([CH3:47])([CH3:48])[N:28]=2)[CH:39]=1)[CH3:67], predict the reactants needed to synthesize it. The reactants are: C(N(CC)CC)C.Cl.C(N=C=NCCCN(C)C)C.Cl.[CH3:21][O:22][C:23]1[CH:24]=[C:25]2[C:30](=[C:31]3[CH2:35][C:34]([CH3:37])([CH3:36])[O:33][C:32]=13)[C:29]([C:38]1[CH:39]=[C:40]([CH:44]=[CH:45][CH:46]=1)[C:41]([OH:43])=O)=[N:28][C:27]([CH3:48])([CH3:47])[CH2:26]2.O.ON1C2C=CC=CC=2N=N1.Cl.[NH2:61][C:62]([CH3:69])([CH3:68])[C:63]([O:65][CH2:66][CH3:67])=[O:64]. (2) Given the product [CH2:1]([C:3]([F:33])([CH2:31][CH3:32])[CH2:4][N:5]1[CH2:10][CH2:9][CH:8]([CH2:11][O:12][C:13]2[N:18]=[CH:17][C:16]([C:19]3[CH:29]=[CH:28][C:22]([C:23]([OH:25])=[O:24])=[C:21]([F:30])[CH:20]=3)=[CH:15][CH:14]=2)[CH2:7][CH2:6]1)[CH3:2], predict the reactants needed to synthesize it. The reactants are: [CH2:1]([C:3]([F:33])([CH2:31][CH3:32])[CH2:4][N:5]1[CH2:10][CH2:9][CH:8]([CH2:11][O:12][C:13]2[N:18]=[CH:17][C:16]([C:19]3[CH:29]=[CH:28][C:22]([C:23]([O:25]CC)=[O:24])=[C:21]([F:30])[CH:20]=3)=[CH:15][CH:14]=2)[CH2:7][CH2:6]1)[CH3:2].O[Li].O. (3) Given the product [CH:59]1([C@H:57]([NH:56][C:38]2[N:37]=[C:36]([C:63]#[N:65])[N:44]=[C:43]3[C:39]=2[N:40]([CH2:45][C:46]2[CH:47]=[CH:48][C:49]([C:52]([F:55])([F:53])[F:54])=[CH:50][CH:51]=2)[CH:41]=[N:42]3)[CH3:58])[CH2:61][CH2:60]1, predict the reactants needed to synthesize it. The reactants are: C1(P(C2CCCCC2)C2C=CC=CC=2C2C(C(C)C)=CC(C(C)C)=CC=2C(C)C)CCCCC1.Cl[C:36]1[N:44]=[C:43]2[C:39]([N:40]([CH2:45][C:46]3[CH:51]=[CH:50][C:49]([C:52]([F:55])([F:54])[F:53])=[CH:48][CH:47]=3)[CH:41]=[N:42]2)=[C:38]([NH:56][C@@H:57]([CH:59]2[CH2:61][CH2:60]2)[CH3:58])[N:37]=1.C[C:63]([N:65](C)C)=O.